This data is from Forward reaction prediction with 1.9M reactions from USPTO patents (1976-2016). The task is: Predict the product of the given reaction. (1) Given the reactants [F:1][CH:2]([F:30])[C@@H:3]1[O:21][CH2:20][C@:6]2([C:22]3[CH:27]=[CH:26][C:25]([F:28])=[CH:24][C:23]=3[F:29])[N:7]=[C:8]([NH:11]C(=O)C3C=CC=CC=3)[S:9][CH2:10][C@@H:5]2[CH2:4]1.FC1C=C(F)C=CC=1[C@]12CO[C@@H](CF)C[C@H]1[C@@H](C)SC(NC(=O)C1C=CC=CC=1)=N2.FC1C=C(F)C=CC=1[C@]12CO[C@@H](CF)C[C@H]1[C@@H](C)SC(N)=N2, predict the reaction product. The product is: [F:30][CH:2]([F:1])[C@@H:3]1[O:21][CH2:20][C@:6]2([C:22]3[CH:27]=[CH:26][C:25]([F:28])=[CH:24][C:23]=3[F:29])[N:7]=[C:8]([NH2:11])[S:9][CH2:10][C@@H:5]2[CH2:4]1. (2) Given the reactants [CH:1]1([S:6][C:7]2[CH:14]=[CH:13][C:10]([CH:11]=[O:12])=[CH:9][CH:8]=2)[CH2:5][CH2:4][CH2:3][CH2:2]1.[BH4-].[Na+], predict the reaction product. The product is: [CH:1]1([S:6][C:7]2[CH:8]=[CH:9][C:10]([CH2:11][OH:12])=[CH:13][CH:14]=2)[CH2:5][CH2:4][CH2:3][CH2:2]1.